This data is from Catalyst prediction with 721,799 reactions and 888 catalyst types from USPTO. The task is: Predict which catalyst facilitates the given reaction. (1) Reactant: [OH:1][C:2]1[CH:20]=[CH:19][C:5]([O:6][C:7]2[CH:12]=[CH:11][C:10]([CH2:13][C:14](OC)=[O:15])=[CH:9][C:8]=2[I:18])=[CH:4][CH:3]=1.[NH2:21][OH:22]. Product: [OH:22][NH:21][C:14](=[O:15])[CH2:13][C:10]1[CH:11]=[CH:12][C:7]([O:6][C:5]2[CH:19]=[CH:20][C:2]([OH:1])=[CH:3][CH:4]=2)=[C:8]([I:18])[CH:9]=1. The catalyst class is: 12. (2) Reactant: [C:1]([C:5]1[CH:9]=[C:8]([NH:10][C:11]([NH:13][C:14]2[CH:19]=[CH:18][CH:17]=[C:16]([Cl:20])[C:15]=2[Cl:21])=[O:12])[N:7]([C:22]2[CH:27]=[CH:26][CH:25]=[C:24]([CH2:28][CH2:29][NH:30]C(=O)C(F)(F)F)[CH:23]=2)[N:6]=1)([CH3:4])([CH3:3])[CH3:2].C(=O)([O-])[O-].[K+].[K+]. Product: [NH2:30][CH2:29][CH2:28][C:24]1[CH:23]=[C:22]([N:7]2[C:8]([NH:10][C:11]([NH:13][C:14]3[CH:19]=[CH:18][CH:17]=[C:16]([Cl:20])[C:15]=3[Cl:21])=[O:12])=[CH:9][C:5]([C:1]([CH3:4])([CH3:3])[CH3:2])=[N:6]2)[CH:27]=[CH:26][CH:25]=1. The catalyst class is: 24. (3) Reactant: C([N:8]1[C@@H:16]2[C@@:11]([C:29]3[CH:34]=[CH:33][C:32]([O:35][CH3:36])=[C:31]([O:37][CH3:38])[CH:30]=3)([CH2:12][CH2:13][C@@H:14]([NH:17][C:18]([NH:20][C:21]3[CH:26]=[CH:25][C:24]([F:27])=[C:23]([F:28])[CH:22]=3)=[O:19])[CH2:15]2)[CH2:10][CH2:9]1)C1C=CC=CC=1. Product: [F:28][C:23]1[CH:22]=[C:21]([NH:20][C:18]([NH:17][C@H:14]2[CH2:15][C@H:16]3[C@:11]([C:29]4[CH:34]=[CH:33][C:32]([O:35][CH3:36])=[C:31]([O:37][CH3:38])[CH:30]=4)([CH2:10][CH2:9][NH:8]3)[CH2:12][CH2:13]2)=[O:19])[CH:26]=[CH:25][C:24]=1[F:27]. The catalyst class is: 403. (4) Reactant: [C:1]1([C:10]2[CH:15]=[CH:14][CH:13]=[CH:12][CH:11]=2)[C:2]([N:7]=[C:8]=[O:9])=[CH:3][CH:4]=[CH:5][CH:6]=1.[C:16]1([C@@H:22]2[CH2:24][C@H:23]2[N:25]2[C:33](=[O:34])[CH:28]3[CH2:29][NH:30][CH2:31][CH2:32][N:27]3[C:26]2=[O:35])[CH:21]=[CH:20][CH:19]=[CH:18][CH:17]=1.CCN(C(C)C)C(C)C. Product: [C:1]1([C:10]2[CH:15]=[CH:14][CH:13]=[CH:12][CH:11]=2)[CH:6]=[CH:5][CH:4]=[CH:3][C:2]=1[NH:7][C:8]([N:30]1[CH2:31][CH2:32][N:27]2[C:26](=[O:35])[N:25]([C@@H:23]3[CH2:24][C@H:22]3[C:16]3[CH:17]=[CH:18][CH:19]=[CH:20][CH:21]=3)[C:33](=[O:34])[CH:28]2[CH2:29]1)=[O:9]. The catalyst class is: 2. (5) Reactant: [CH3:1][O:2][C:3]1[CH:12]=[C:11]2[C:6]([CH2:7][CH2:8][CH2:9][C:10]2=[N:13]O)=[CH:5][CH:4]=1.CC(C[AlH]CC(C)C)C. Product: [CH3:1][O:2][C:3]1[CH:12]=[CH:11][C:6]2[CH2:7][CH2:8][CH2:9][CH2:10][NH:13][C:5]=2[CH:4]=1. The catalyst class is: 1. (6) Product: [CH2:1]([O:3][C:4]([C:5]1([S:6]([C:9]2[CH:10]=[CH:11][C:12]([O:15][CH2:16][CH2:17][CH:18]([CH3:20])[CH3:19])=[CH:13][CH:14]=2)(=[O:7])=[O:8])[CH2:31][CH2:30][N:26]([CH2:22][CH2:23][CH2:24][CH3:25])[CH2:27][CH2:28]1)=[O:21])[CH3:2].[CH2:44]([N:41]1[CH2:42][CH2:43][C:38]([S:48]([C:51]2[CH:56]=[CH:55][CH:54]=[CH:53][C:52]=2[O:57][CH2:58][CH2:59][CH:60]([CH3:61])[CH3:62])(=[O:50])=[O:49])([C:36]([OH:37])=[O:35])[CH2:39][CH2:40]1)[CH2:45][CH2:46][CH3:47]. Reactant: [CH2:1]([O:3][C:4](=[O:21])[CH2:5][S:6]([C:9]1[CH:14]=[CH:13][C:12]([O:15][CH2:16][CH2:17][CH:18]([CH3:20])[CH3:19])=[CH:11][CH:10]=1)(=[O:8])=[O:7])[CH3:2].[CH2:22]([N:26]([CH2:30][CH2:31]Cl)[CH2:27][CH2:28]Cl)[CH2:23][CH2:24][CH3:25].C([O:35][C:36]([C:38]1([S:48]([C:51]2[CH:56]=[CH:55][CH:54]=[CH:53][C:52]=2[O:57][CH2:58][CH2:59][CH:60]([CH3:62])[CH3:61])(=[O:50])=[O:49])[CH2:43][CH2:42][N:41]([CH2:44][CH2:45][CH2:46][CH3:47])[CH2:40][CH2:39]1)=[O:37])C. The catalyst class is: 702. (7) Reactant: [CH3:1][C:2]1[CH:3]=[C:4]([OH:9])[CH:5]=[CH:6][C:7]=1[CH3:8].[O-]CC.[Na+].Br[CH2:15][CH2:16][CH2:17][C:18]([O:20]CC)=[O:19].[OH-].[Na+]. The catalyst class is: 40. Product: [CH3:1][C:2]1[CH:3]=[C:4]([CH:5]=[CH:6][C:7]=1[CH3:8])[O:9][CH2:15][CH2:16][CH2:17][C:18]([OH:20])=[O:19]. (8) The catalyst class is: 600. Product: [CH2:38]([N:37]1[C:36](=[O:40])[CH2:35][S:34][C:33]2[CH:41]=[C:29]([C:10]3[CH:11]=[C:12]4[C:7](=[CH:8][CH:9]=3)[N:6]=[C:5]([C:22]3[CH:23]=[N:24][CH:25]=[CH:26][CH:27]=3)[N:4]=[C:3]4[NH:2][CH3:1])[CH:30]=[CH:31][C:32]1=2)[CH3:39]. Reactant: [CH3:1][NH:2][C:3]1[C:12]2[C:7](=[CH:8][CH:9]=[C:10](B3OC(C)(C)C(C)(C)O3)[CH:11]=2)[N:6]=[C:5]([C:22]2[CH:23]=[N:24][CH:25]=[CH:26][CH:27]=2)[N:4]=1.Br[C:29]1[CH:30]=[CH:31][C:32]2[N:37]([CH2:38][CH3:39])[C:36](=[O:40])[CH2:35][S:34][C:33]=2[CH:41]=1.C(=O)([O-])[O-].[K+].[K+].C(O)C. (9) Reactant: [CH3:1][S:2]([C:5]1[CH:10]=[CH:9][C:8]([NH:11][C:12]2[C:17]([N+:18]([O-:20])=[O:19])=[C:16]([O:21][CH:22]3[CH2:27][CH2:26][NH:25][CH2:24][CH2:23]3)[N:15]=[CH:14][N:13]=2)=[CH:7][CH:6]=1)(=[O:4])=[O:3].[CH3:28][CH:29]([CH3:33])[CH2:30][CH:31]=O.[BH4-].[Na+]. Product: [CH3:1][S:2]([C:5]1[CH:10]=[CH:9][C:8]([NH:11][C:12]2[C:17]([N+:18]([O-:20])=[O:19])=[C:16]([O:21][CH:22]3[CH2:27][CH2:26][N:25]([CH2:31][CH2:30][CH:29]([CH3:33])[CH3:28])[CH2:24][CH2:23]3)[N:15]=[CH:14][N:13]=2)=[CH:7][CH:6]=1)(=[O:4])=[O:3]. The catalyst class is: 5.